Task: Predict the reaction yield, written as a fraction of the theoretical maximum amount of product (1.0 means a 100% yield; for example, 0.34 means a 34% yield).. Dataset: Reaction yield outcomes from USPTO patents with 853,638 reactions (1) The reactants are [OH:1][C:2]12[CH2:9][CH2:8][C:5]([CH2:10][CH2:11][C:12]([OH:14])=[O:13])([CH2:6][CH2:7]1)[CH2:4][CH2:3]2.[Si](C=[N+]=[N-])(C)(C)[CH3:16]. The catalyst is CO. The product is [OH:1][C:2]12[CH2:3][CH2:4][C:5]([CH2:10][CH2:11][C:12]([O:14][CH3:16])=[O:13])([CH2:8][CH2:9]1)[CH2:6][CH2:7]2. The yield is 0.670. (2) The reactants are [H-].[Na+].[OH:3][CH2:4][CH:5]([CH2:7][OH:8])[OH:6].[CH3:9][C:10]([CH2:26][CH2:27][CH2:28][CH:29]([CH3:41])[CH2:30][CH2:31][CH2:32][CH:33]([CH3:40])[CH2:34][CH2:35][CH2:36][CH:37]([CH3:39])[CH3:38])=[CH:11][CH2:12][CH2:13][CH2:14]OS(C1C=CC(C)=CC=1)(=O)=O.O. The catalyst is CN(C)C=O. The product is [CH3:9][C:10]([CH2:26][CH2:27][CH2:28][CH:29]([CH3:41])[CH2:30][CH2:31][CH2:32][CH:33]([CH3:40])[CH2:34][CH2:35][CH2:36][CH:37]([CH3:39])[CH3:38])=[CH:11][CH2:12][CH2:13][CH2:14][O:3][CH2:4][CH:5]([CH2:7][OH:8])[OH:6]. The yield is 0.190. (3) The reactants are C[Si](C)(C)[O-].[K+].C[O:8][C:9](=[O:41])[C@@H:10]([NH:16][C:17]([C:19]1[CH:27]=[C:26]2[C:22]([CH:23]=[N:24][N:25]2[CH2:28][CH:29]([CH3:31])[CH3:30])=[CH:21][C:20]=1[O:32][C:33]1[CH:38]=[CH:37][C:36]([F:39])=[CH:35][C:34]=1[F:40])=[O:18])[CH2:11][CH2:12][N:13]([CH3:15])[CH3:14].Cl. The catalyst is C1COCC1. The product is [F:40][C:34]1[CH:35]=[C:36]([F:39])[CH:37]=[CH:38][C:33]=1[O:32][C:20]1[CH:21]=[C:22]2[C:26](=[CH:27][C:19]=1[C:17]([NH:16][C@@H:10]([CH2:11][CH2:12][N:13]([CH3:14])[CH3:15])[C:9]([OH:41])=[O:8])=[O:18])[N:25]([CH2:28][CH:29]([CH3:31])[CH3:30])[N:24]=[CH:23]2. The yield is 0.680. (4) The reactants are [N:1]([O-])=O.[Na+].[F:5][C:6]1[CH:12]=[CH:11][CH:10]=[CH:9][C:7]=1[NH2:8].Cl.[CH3:14][O:15][CH2:16][C:17](=[O:23])[CH2:18][C:19]([O:21][CH3:22])=[O:20].CC([O-])=O.[Na+]. The catalyst is O.CO. The product is [F:5][C:6]1[CH:12]=[CH:11][CH:10]=[CH:9][C:7]=1[NH:8][N:1]=[C:18]([C:17](=[O:23])[CH2:16][O:15][CH3:14])[C:19]([O:21][CH3:22])=[O:20]. The yield is 0.940.